Dataset: Forward reaction prediction with 1.9M reactions from USPTO patents (1976-2016). Task: Predict the product of the given reaction. (1) Given the reactants [Cl:1][C:2]1[CH:7]=[CH:6][C:5]([CH2:8][C:9]([NH:11][C:12]2[CH:21]=[CH:20][CH:19]=[C:18]3[C:13]=2[CH:14]=[CH:15][N:16]([CH2:23][C@@H:24]2[CH2:28][CH2:27][CH2:26][N:25]2C(OC(C)(C)C)=O)[C:17]3=[O:22])=[O:10])=[CH:4][C:3]=1[C:36]([F:39])([F:38])[F:37].O1CCOCC1.Cl, predict the reaction product. The product is: [Cl:1][C:2]1[CH:7]=[CH:6][C:5]([CH2:8][C:9]([NH:11][C:12]2[CH:21]=[CH:20][CH:19]=[C:18]3[C:13]=2[CH:14]=[CH:15][N:16]([CH2:23][C@@H:24]2[CH2:28][CH2:27][CH2:26][NH:25]2)[C:17]3=[O:22])=[O:10])=[CH:4][C:3]=1[C:36]([F:39])([F:37])[F:38]. (2) Given the reactants [F:1][C:2]1[CH:7]=[CH:6][C:5]([C:8]2[C:13]([C:14]([O:16][CH3:17])=[O:15])=[C:12]([CH:18]([CH3:20])[CH3:19])[N:11]=[C:10](O)[N:9]=2)=[CH:4][CH:3]=1.C(=O)([O-])[O-].[K+].[K+].C1(C)C=CC(S(Cl)(=O)=O)=CC=1.[CH3:39][NH:40][S:41]([CH3:44])(=[O:43])=[O:42], predict the reaction product. The product is: [F:1][C:2]1[CH:7]=[CH:6][C:5]([C:8]2[C:13]([C:14]([O:16][CH3:17])=[O:15])=[C:12]([CH:18]([CH3:20])[CH3:19])[N:11]=[C:10]([N:40]([CH3:39])[S:41]([CH3:44])(=[O:43])=[O:42])[N:9]=2)=[CH:4][CH:3]=1. (3) The product is: [CH3:8][O:9][C:10]1[CH:15]=[CH:14][C:13]([S:16][C:2]([CH3:7])([CH3:1])[CH2:3][C:4]([OH:6])=[O:5])=[CH:12][CH:11]=1. Given the reactants [CH3:1][C:2]([CH3:7])=[CH:3][C:4]([OH:6])=[O:5].[CH3:8][O:9][C:10]1[CH:15]=[CH:14][C:13]([SH:16])=[CH:12][CH:11]=1.N1CCCCC1.CCCCC, predict the reaction product. (4) Given the reactants [NH2:1][C:2]1[N:3]=[C:4]([C:18]2[CH:23]=[CH:22][C:21]([F:24])=[CH:20][CH:19]=2)[C:5]2[C:14](=[O:15])[C:13]3[C:8](=[C:9]([CH2:16]Br)[CH:10]=[CH:11][CH:12]=3)[C:6]=2[N:7]=1.[CH3:25][C:26]1[S:27][C:28](B2OC(C)(C)C(C)(C)O2)=[C:29]([CH3:31])[N:30]=1.C([O-])([O-])=O.[K+].[K+], predict the reaction product. The product is: [NH2:1][C:2]1[N:3]=[C:4]([C:18]2[CH:23]=[CH:22][C:21]([F:24])=[CH:20][CH:19]=2)[C:5]2[C:14](=[O:15])[C:13]3[C:8](=[C:9]([CH2:16][C:28]4[S:27][C:26]([CH3:25])=[N:30][C:29]=4[CH3:31])[CH:10]=[CH:11][CH:12]=3)[C:6]=2[N:7]=1. (5) Given the reactants [C:1]([O:4][C:5]1[CH:10]=[CH:9][C:8]([N+:11]([O-])=O)=[C:7]([OH:14])[CH:6]=1)(=[O:3])[CH3:2], predict the reaction product. The product is: [C:1]([O:4][C:5]1[CH:10]=[CH:9][C:8]([NH2:11])=[C:7]([OH:14])[CH:6]=1)(=[O:3])[CH3:2]. (6) Given the reactants [CH3:1][N:2]([CH2:13][C:14]1[N:18]([CH2:19][C@@H:20]2[CH2:25][CH2:24][CH2:23][N:22]([CH:26]([CH3:28])C)[CH2:21]2)[C:17]2[CH:29]=[CH:30][CH:31]=[CH:32][C:16]=2[N:15]=1)[C@H:3]1[C:12]2[N:11]=[CH:10][CH:9]=[CH:8][C:7]=2[CH2:6][CH2:5][CH2:4]1.CN(CC1N(C[C@H]2CCCN(C[C@@H]3CCCN3)C2)C2C=CC=CC=2N=1)[C@@H:35]1[C:44]2[N:43]=[CH:42][CH:41]=[CH:40][C:39]=2CCC1, predict the reaction product. The product is: [CH3:1][N:2]([CH2:13][C:14]1[N:18]([CH2:19][C@H:20]2[CH2:25][CH2:24][CH2:23][N:22]([CH2:26][C@@H:28]3[CH2:40][CH2:41][CH2:42][N:43]3[CH:44]([CH3:35])[CH3:39])[CH2:21]2)[C:17]2[CH:29]=[CH:30][CH:31]=[CH:32][C:16]=2[N:15]=1)[C@@H:3]1[C:12]2[N:11]=[CH:10][CH:9]=[CH:8][C:7]=2[CH2:6][CH2:5][CH2:4]1. (7) The product is: [CH2:12]([C:2]1[CH:3]=[C:4]([OH:9])[CH:5]=[N:6][C:7]=1[Cl:8])[C:13]1[CH:18]=[CH:17][CH:16]=[CH:15][CH:14]=1. Given the reactants Br[C:2]1[CH:3]=[C:4]([OH:9])[CH:5]=[N:6][C:7]=1[Cl:8].II.[CH2:12](Br)[C:13]1[CH:18]=[CH:17][CH:16]=[CH:15][CH:14]=1.COC1C=CC=C(OC)C=1C1C=CC=CC=1P(C1CCCCC1)C1CCCCC1, predict the reaction product.